From a dataset of Full USPTO retrosynthesis dataset with 1.9M reactions from patents (1976-2016). Predict the reactants needed to synthesize the given product. (1) The reactants are: [CH3:1][C:2]1[CH:10]=[CH:9][C:8]2[N:7]([CH:11]=[C:12]([C:14]3[CH:19]=[CH:18][N:17]=[CH:16][CH:15]=3)[CH3:13])[C:6]3[CH2:20][CH2:21][NH:22][CH2:23][C:5]=3[C:4]=2[CH:3]=1.C(=O)([O-])[O-].[K+].[K+].Cl[CH2:31][C:32](=[O:34])[CH3:33]. Given the product [CH3:1][C:2]1[CH:10]=[CH:9][C:8]2[N:7]([CH:11]=[C:12]([C:14]3[CH:19]=[CH:18][N:17]=[CH:16][CH:15]=3)[CH3:13])[C:6]3[CH2:20][CH2:21][N:22]([CH2:31][C:32](=[O:34])[CH3:33])[CH2:23][C:5]=3[C:4]=2[CH:3]=1, predict the reactants needed to synthesize it. (2) The reactants are: [NH2:1][C:2]1[CH:22]=[C:21]([Br:23])[C:5]([O:6][C:7]2[CH:8]=[C:9]3[C:14](=[CH:15][CH:16]=2)[N:13]=[C:12]([C:17]([NH:19][CH3:20])=[O:18])[CH:11]=[CH:10]3)=[C:4]([Br:24])[CH:3]=1.C(N(CC)CC)C.C([CH:34]([C:38](Cl)=[O:39])[C:35](Cl)=[O:36])C.C(OCC)(=[O:43])C. Given the product [Br:23][C:21]1[CH:22]=[C:2]([NH:1][C:38](=[O:39])[CH2:34][C:35]([OH:36])=[O:43])[CH:3]=[C:4]([Br:24])[C:5]=1[O:6][C:7]1[CH:8]=[C:9]2[C:14](=[CH:15][CH:16]=1)[N:13]=[C:12]([C:17]([NH:19][CH3:20])=[O:18])[CH:11]=[CH:10]2, predict the reactants needed to synthesize it. (3) Given the product [CH2:1]([O:3][C:4]1[CH:5]=[C:6]([C:12]([C:14]2[CH:19]=[CH:18][CH:17]=[C:16]([O:20][CH3:21])[CH:15]=2)=[O:13])[CH:7]=[CH:8][C:9]=1[O:10][CH3:11])[CH3:2], predict the reactants needed to synthesize it. The reactants are: [CH2:1]([O:3][C:4]1[CH:5]=[C:6]([CH:12]([C:14]2[CH:19]=[CH:18][CH:17]=[C:16]([O:20][CH3:21])[CH:15]=2)[OH:13])[CH:7]=[CH:8][C:9]=1[O:10][CH3:11])[CH3:2]. (4) Given the product [CH3:1][O:2][C:6]1[N:11]=[C:10]([C:12]2[C:20]([C:21]3[C:30]4[C:25](=[CH:26][CH:27]=[CH:28][CH:29]=4)[N:24]=[CH:23][CH:22]=3)=[C:15]3[CH:16]=[CH:17][CH:18]=[CH:19][N:14]3[N:13]=2)[CH:9]=[CH:8][CH:7]=1, predict the reactants needed to synthesize it. The reactants are: [CH3:1][OH:2].[H-].[Na+].Cl[C:6]1[N:11]=[C:10]([C:12]2[C:20]([C:21]3[C:30]4[C:25](=[CH:26][CH:27]=[CH:28][CH:29]=4)[N:24]=[CH:23][CH:22]=3)=[C:15]3[CH:16]=[CH:17][CH:18]=[CH:19][N:14]3[N:13]=2)[CH:9]=[CH:8][CH:7]=1. (5) Given the product [C:67]([NH:66][CH2:65][CH2:64][NH:63][C:53]1[N:54]=[C:55]([C:57]2[CH:58]=[CH:59][CH:60]=[CH:61][CH:62]=2)[N:56]=[C:51]([NH:50][CH2:49][CH2:48][NH:47][C:1]([C:2]2[CH:11]=[CH:10][C:9]3[C:4](=[CH:5][CH:6]=[CH:7][CH:8]=3)[N:3]=2)=[O:13])[CH:52]=1)(=[O:69])[CH3:68], predict the reactants needed to synthesize it. The reactants are: [C:1]([OH:13])(=O)[C:2]1[CH:11]=[CH:10][C:9]2[C:4](=[CH:5][CH:6]=[CH:7][CH:8]=2)[N:3]=1.CN(C(ON1N=NC2C=CC=NC1=2)=[N+](C)C)C.F[P-](F)(F)(F)(F)F.C(N(C(C)C)CC)(C)C.[NH2:47][CH2:48][CH2:49][NH:50][C:51]1[N:56]=[C:55]([C:57]2[CH:62]=[CH:61][CH:60]=[CH:59][CH:58]=2)[N:54]=[C:53]([NH:63][CH2:64][CH2:65][NH:66][C:67](=[O:69])[CH3:68])[CH:52]=1. (6) Given the product [O:15]1[CH:19]=[CH:18][CH:17]=[C:16]1[N:20]1[CH2:21][CH2:22][N:23]([CH2:2][CH2:3][CH2:4][CH2:5][N:6]2[C:10]3[CH:11]=[CH:12][CH:13]=[CH:14][C:9]=3[N:8]=[CH:7]2)[CH2:24][CH2:25]1, predict the reactants needed to synthesize it. The reactants are: Cl[CH2:2][CH2:3][CH2:4][CH2:5][N:6]1[C:10]2[CH:11]=[CH:12][CH:13]=[CH:14][C:9]=2[N:8]=[CH:7]1.[O:15]1[CH:19]=[CH:18][CH:17]=[C:16]1[N:20]1[CH2:25][CH2:24][NH:23][CH2:22][CH2:21]1.C(N(C(C)C)CC)(C)C.[I-].[K+].